This data is from TCR-epitope binding with 47,182 pairs between 192 epitopes and 23,139 TCRs. The task is: Binary Classification. Given a T-cell receptor sequence (or CDR3 region) and an epitope sequence, predict whether binding occurs between them. (1) The epitope is HTTDPSFLGRY. The TCR CDR3 sequence is CASSVRQGPTDTQYF. Result: 1 (the TCR binds to the epitope). (2) The epitope is KLSYGIATV. The TCR CDR3 sequence is CASSQEGPDANTGELFF. Result: 1 (the TCR binds to the epitope). (3) The epitope is FPRPWLHGL. The TCR CDR3 sequence is CASTEGPSNQPQHF. Result: 0 (the TCR does not bind to the epitope). (4) The TCR CDR3 sequence is CASSVEIGQTEAFF. The epitope is TTLPVNVAF. Result: 0 (the TCR does not bind to the epitope). (5) The epitope is PKYVKQNTLKLAT. The TCR CDR3 sequence is CASSPGGGDTYNEQFF. Result: 1 (the TCR binds to the epitope). (6) The epitope is HTDFSSEIIGY. The TCR CDR3 sequence is CASSPDRELTQYF. Result: 0 (the TCR does not bind to the epitope).